From a dataset of Full USPTO retrosynthesis dataset with 1.9M reactions from patents (1976-2016). Predict the reactants needed to synthesize the given product. (1) Given the product [F:33][C:18]([F:17])([S:29]([O:7][C:8]1[C:15]([CH3:16])=[CH:14][CH:13]=[CH:12][C:9]=1[CH:10]=[O:11])(=[O:31])=[O:30])[C:19]([F:27])([F:28])[C:20]([F:26])([F:25])[C:21]([F:24])([F:23])[F:22], predict the reactants needed to synthesize it. The reactants are: CC([O-])(C)C.[K+].[OH:7][C:8]1[C:15]([CH3:16])=[CH:14][CH:13]=[CH:12][C:9]=1[CH:10]=[O:11].[F:17][C:18]([F:33])([S:29](F)(=[O:31])=[O:30])[C:19]([F:28])([F:27])[C:20]([F:26])([F:25])[C:21]([F:24])([F:23])[F:22]. (2) Given the product [CH2:7]([O:14][C:15]1[CH:16]=[CH:17][C:18]([O:21][CH2:2][CH2:3][N:4]2[CH2:6][CH2:30][O:29][CH2:22][CH2:5]2)=[CH:19][CH:20]=1)[C:8]1[CH:9]=[CH:10][CH:11]=[CH:12][CH:13]=1, predict the reactants needed to synthesize it. The reactants are: Cl[CH2:2][CH2:3][N:4]([CH3:6])[CH3:5].[CH2:7]([O:14][C:15]1[CH:20]=[CH:19][C:18]([OH:21])=[CH:17][CH:16]=1)[C:8]1[CH:13]=[CH:12][CH:11]=[CH:10][CH:9]=1.[CH2:22]([O:29][C:30]1C=C(O)C=CC=1)C1C=CC=CC=1. (3) Given the product [C:22]([O:25][CH2:26][C:27]1[C:28]([N:42]2[CH2:54][CH2:53][N:45]3[C:46]4[CH2:47][CH2:48][CH2:49][CH2:50][C:51]=4[CH:52]=[C:44]3[C:43]2=[O:55])=[CH:29][CH:30]=[CH:31][C:32]=1[C:2]1[CH:3]=[C:4]([NH:10][C:11]2[CH:16]=[CH:15][C:14]([CH:17]3[CH2:20][N:19]([CH3:21])[CH2:18]3)=[CH:13][N:12]=2)[C:5](=[O:9])[N:6]([CH3:8])[CH:7]=1)(=[O:24])[CH3:23], predict the reactants needed to synthesize it. The reactants are: Br[C:2]1[CH:3]=[C:4]([NH:10][C:11]2[CH:16]=[CH:15][C:14]([CH:17]3[CH2:20][N:19]([CH3:21])[CH2:18]3)=[CH:13][N:12]=2)[C:5](=[O:9])[N:6]([CH3:8])[CH:7]=1.[C:22]([O:25][CH2:26][C:27]1[C:32](B2OC(C)(C)C(C)(C)O2)=[CH:31][CH:30]=[CH:29][C:28]=1[N:42]1[CH2:54][CH2:53][N:45]2[C:46]3[CH2:47][CH2:48][CH2:49][CH2:50][C:51]=3[CH:52]=[C:44]2[C:43]1=[O:55])(=[O:24])[CH3:23].C([O-])([O-])=O.[Na+].[Na+]. (4) Given the product [CH2:1]([S:5]([N:8]1[CH2:18][CH2:17][C:11]2([C:15](=[O:16])[N:14]([C:26]3[CH:27]=[CH:28][C:23]([CH:21]([OH:22])[C:20]([F:30])([F:31])[F:19])=[CH:24][CH:25]=3)[CH2:13][CH2:12]2)[CH2:10][CH2:9]1)(=[O:6])=[O:7])[CH:2]([CH3:4])[CH3:3], predict the reactants needed to synthesize it. The reactants are: [CH2:1]([S:5]([N:8]1[CH2:18][CH2:17][C:11]2([C:15](=[O:16])[NH:14][CH2:13][CH2:12]2)[CH2:10][CH2:9]1)(=[O:7])=[O:6])[CH:2]([CH3:4])[CH3:3].[F:19][C:20]([F:31])([F:30])[CH:21]([C:23]1[CH:28]=[CH:27][C:26](I)=[CH:25][CH:24]=1)[OH:22]. (5) Given the product [C:12]1([C:15]2[CH:16]=[CH:17][CH:18]=[CH:19][CH:20]=2)[CH:11]=[CH:10][C:9]([CH2:8][C@@H:7]([NH:21][C:29]([O:28][C:24]([CH3:27])([CH3:26])[CH3:25])=[O:30])[CH2:6][C@@H:5]([OH:22])[C:4]([OH:3])=[O:23])=[CH:14][CH:13]=1, predict the reactants needed to synthesize it. The reactants are: C([O:3][C:4](=[O:23])[C@H:5]([OH:22])[CH2:6][C@H:7]([NH2:21])[CH2:8][C:9]1[CH:14]=[CH:13][C:12]([C:15]2[CH:20]=[CH:19][CH:18]=[CH:17][CH:16]=2)=[CH:11][CH:10]=1)C.[C:24]([O:28][C:29](O[C:29]([O:28][C:24]([CH3:27])([CH3:26])[CH3:25])=[O:30])=[O:30])([CH3:27])([CH3:26])[CH3:25].C(Cl)Cl.CCN(C(C)C)C(C)C. (6) Given the product [CH:53]([N:49]1[C:48]([C:42]2[S:43][C:44]3[CH2:45][CH2:46][O:47][C:38]4[CH:37]=[CH:36][C:35]([CH:33]5[CH2:34][N:31]([CH2:27][C:28]([NH2:30])=[O:29])[CH2:32]5)=[CH:56][C:39]=4[C:40]=3[N:41]=2)=[N:52][CH:51]=[N:50]1)([CH3:54])[CH3:55], predict the reactants needed to synthesize it. The reactants are: C(N1C(C2SC3CCOC4C=C(C5CN([CH2:27][C:28]([NH2:30])=[O:29])C5)C=CC=4C=3N=2)=NC=N1)(C)C.[NH:31]1[CH2:34][CH:33]([C:35]2[CH:36]=[CH:37][C:38]3[O:47][CH2:46][CH2:45][C:44]4[S:43][C:42]([C:48]5[N:49]([CH:53]([CH3:55])[CH3:54])[N:50]=[CH:51][N:52]=5)=[N:41][C:40]=4[C:39]=3[CH:56]=2)[CH2:32]1.BrCC(N)=O.